Dataset: Reaction yield outcomes from USPTO patents with 853,638 reactions. Task: Predict the reaction yield, written as a fraction of the theoretical maximum amount of product (1.0 means a 100% yield; for example, 0.34 means a 34% yield). (1) The reactants are [CH:1]([C:4]1[CH:9]=[CH:8][C:7]([C:10]([NH:12][NH:13][C:14]2[CH:23]=[CH:22][C:17]([C:18]([O:20][CH3:21])=[O:19])=[CH:16][CH:15]=2)=[S:11])=[CH:6][CH:5]=1)([CH3:3])[CH3:2].[C:24](N1C=CN=C1)(N1C=CN=C1)=[O:25]. The catalyst is ClC(Cl)C. The product is [CH:1]([C:4]1[CH:5]=[CH:6][C:7]([C:10]2[S:11][C:24](=[O:25])[N:13]([C:14]3[CH:15]=[CH:16][C:17]([C:18]([O:20][CH3:21])=[O:19])=[CH:22][CH:23]=3)[N:12]=2)=[CH:8][CH:9]=1)([CH3:3])[CH3:2]. The yield is 0.750. (2) The reactants are [CH3:1][N:2]1[CH:6]=[C:5](/[CH:7]=[CH:8]/[C:9]([OH:11])=O)[CH:4]=[N:3]1.[CH:12]([N:15]1[CH2:20][CH2:19][NH:18][CH2:17][CH2:16]1)([CH3:14])[CH3:13].CN(C(ON1N=NC2C=CC=NC1=2)=[N+](C)C)C.F[P-](F)(F)(F)(F)F. The catalyst is CN(C=O)C.C([O-])(O)=O.[Na+]. The product is [CH:12]([N:15]1[CH2:20][CH2:19][N:18]([C:9](=[O:11])/[CH:8]=[CH:7]/[C:5]2[CH:4]=[N:3][N:2]([CH3:1])[CH:6]=2)[CH2:17][CH2:16]1)([CH3:14])[CH3:13]. The yield is 0.483. (3) The reactants are [O:1]=[C:2]1[CH2:7][CH2:6][CH:5]([N:8]2[C:13](=[O:14])[C:12]([CH2:15][C:16]3[CH:21]=[CH:20][C:19]([C:22]4[CH:27]=[CH:26][CH:25]=[CH:24][C:23]=4[C:28]4[NH:32][C:31](=[O:33])[O:30][N:29]=4)=[CH:18][CH:17]=3)=[C:11]([CH2:34][CH2:35][CH3:36])[N:10]3[N:37]=[CH:38][N:39]=[C:9]23)[CH2:4][CH2:3]1.[CH2:40]=[C:41]([CH2:44]O)[CH2:42][OH:43].CC1C=CC(S(O)(=O)=O)=CC=1. The catalyst is C1(C)C=CC=CC=1. The product is [CH2:40]=[C:41]1[CH2:42][O:43][C:2]2([CH2:7][CH2:6][CH:5]([N:8]3[C:13](=[O:14])[C:12]([CH2:15][C:16]4[CH:17]=[CH:18][C:19]([C:22]5[CH:27]=[CH:26][CH:25]=[CH:24][C:23]=5[C:28]5[NH:32][C:31](=[O:33])[O:30][N:29]=5)=[CH:20][CH:21]=4)=[C:11]([CH2:34][CH2:35][CH3:36])[N:10]4[N:37]=[CH:38][N:39]=[C:9]34)[CH2:4][CH2:3]2)[O:1][CH2:44]1. The yield is 0.190. (4) The reactants are I[C:2]1[CH:3]=[CH:4][C:5]([N:8]2[CH2:13][CH2:12][N:11]([C:14]([O:16][C:17]([CH3:20])([CH3:19])[CH3:18])=[O:15])[CH2:10][CH2:9]2)=[N:6][CH:7]=1.[CH3:21][Si:22]([C:25]#[CH:26])([CH3:24])[CH3:23].C(N(CC)CC)C. The catalyst is CC(N(C)C)=O. The product is [CH3:21][Si:22]([C:25]#[C:26][C:2]1[CH:3]=[CH:4][C:5]([N:8]2[CH2:13][CH2:12][N:11]([C:14]([O:16][C:17]([CH3:20])([CH3:19])[CH3:18])=[O:15])[CH2:10][CH2:9]2)=[N:6][CH:7]=1)([CH3:24])[CH3:23]. The yield is 0.700. (5) The catalyst is ClCCl. The product is [Cl:8][C:9]1[CH:14]=[CH:13][CH:12]=[C:11]([C:15]([F:16])([F:18])[F:17])[C:10]=1[CH2:19][N:20]1[CH2:24][C@@H:23]([CH3:25])[C@@:22]([CH2:42][C:43]([OH:45])=[O:44])([C:26](=[O:41])[NH:27][CH:28]2[CH2:33][CH2:32][N:31]([CH2:34][C:35]3[CH2:40][CH2:39][CH2:38][CH2:37][CH:36]=3)[CH2:30][CH2:29]2)[CH2:21]1. The reactants are FC(F)(F)C(O)=O.[Cl:8][C:9]1[CH:14]=[CH:13][CH:12]=[C:11]([C:15]([F:18])([F:17])[F:16])[C:10]=1[CH2:19][N:20]1[CH2:24][C@@H:23]([CH3:25])[C@@:22]([CH2:42][C:43]([O:45]C(C)(C)C)=[O:44])([C:26](=[O:41])[NH:27][CH:28]2[CH2:33][CH2:32][N:31]([CH2:34][C:35]3[CH2:40][CH2:39][CH2:38][CH2:37][CH:36]=3)[CH2:30][CH2:29]2)[CH2:21]1. The yield is 0.670. (6) The reactants are C(OC([N:11]1[CH2:17][C:16]2[CH:18]=[CH:19][C:20]([NH:22][C:23]3[N:28]=[C:27]([NH:29][C:30]4[C:35]([C:36](=[O:39])[NH:37][CH3:38])=[CH:34][CH:33]=[CH:32][C:31]=4[F:40])[C:26]([Cl:41])=[CH:25][N:24]=3)=[CH:21][C:15]=2[NH:14][C:13](=[O:42])[CH2:12]1)=O)C1C=CC=CC=1. The catalyst is CSC.FC(F)(F)C(O)=O. The product is [Cl:41][C:26]1[C:27]([NH:29][C:30]2[C:31]([F:40])=[CH:32][CH:33]=[CH:34][C:35]=2[C:36]([NH:37][CH3:38])=[O:39])=[N:28][C:23]([NH:22][C:20]2[CH:19]=[CH:18][C:16]3[CH2:17][NH:11][CH2:12][C:13](=[O:42])[NH:14][C:15]=3[CH:21]=2)=[N:24][CH:25]=1. The yield is 0.680. (7) The reactants are [NH:1]1[CH:5]=[CH:4][CH:3]=[N:2]1.[CH3:6][O:7][C:8]1[CH:13]=[CH:12][C:11](B(O)O)=[CH:10][CH:9]=1.N1C=CC=CC=1. The catalyst is C([O-])(=O)C.[Cu+2].C([O-])(=O)C.C(Cl)Cl. The product is [CH3:6][O:7][C:8]1[CH:13]=[CH:12][C:11]([N:1]2[CH:5]=[CH:4][CH:3]=[N:2]2)=[CH:10][CH:9]=1. The yield is 0.470.